This data is from TCR-epitope binding with 47,182 pairs between 192 epitopes and 23,139 TCRs. The task is: Binary Classification. Given a T-cell receptor sequence (or CDR3 region) and an epitope sequence, predict whether binding occurs between them. (1) The epitope is HPVGEADYFEY. The TCR CDR3 sequence is CASSPTDRVIGSAEQFF. Result: 0 (the TCR does not bind to the epitope). (2) The epitope is KLWAQCVQL. Result: 1 (the TCR binds to the epitope). The TCR CDR3 sequence is CSASERSTTLGQTTQYF. (3) The epitope is CINGVCWTV. The TCR CDR3 sequence is CASSLITGNTIYF. Result: 0 (the TCR does not bind to the epitope). (4) The epitope is QIKVRVKMV. Result: 0 (the TCR does not bind to the epitope). The TCR CDR3 sequence is CASRFSGSLYEQYF. (5) The epitope is TPGPGVRYPL. The TCR CDR3 sequence is CASSQVGADTEAFF. Result: 1 (the TCR binds to the epitope). (6) Result: 1 (the TCR binds to the epitope). The epitope is ELAGIGILTV. The TCR CDR3 sequence is CASSPHSYEQYF.